Dataset: Full USPTO retrosynthesis dataset with 1.9M reactions from patents (1976-2016). Task: Predict the reactants needed to synthesize the given product. (1) Given the product [Cl:18][C:19]1[CH:24]=[C:23]([C:2]2[C:10]3[N:9]4[CH2:11][CH2:12][NH:13][C:14](=[O:15])[C:8]4=[C:7]([CH3:16])[C:6]=3[CH:5]=[C:4]([F:17])[CH:3]=2)[CH:22]=[CH:21][N:20]=1, predict the reactants needed to synthesize it. The reactants are: Br[C:2]1[C:10]2[N:9]3[CH2:11][CH2:12][NH:13][C:14](=[O:15])[C:8]3=[C:7]([CH3:16])[C:6]=2[CH:5]=[C:4]([F:17])[CH:3]=1.[Cl:18][C:19]1[CH:24]=[C:23](B(O)O)[CH:22]=[CH:21][N:20]=1. (2) The reactants are: [CH2:1]([O:8][C:9](=[O:17])[CH2:10][CH2:11][CH2:12][CH2:13][C:14]([OH:16])=O)[C:2]1[CH:7]=[CH:6][CH:5]=[CH:4][CH:3]=1.C(Cl)CCl.C1C=CC2N(O)N=NC=2C=1.[O:32]([CH2:43][CH2:44][NH:45][CH2:46][CH2:47][O:48][C@@H:49]1[O:57][C@@H:56]([CH3:58])[C@@H:54]([OH:55])[C@@H:52]([OH:53])[C@@H:50]1[OH:51])[C@@H:33]1[O:41][C@@H:40]([CH3:42])[C@@H:38]([OH:39])[C@@H:36]([OH:37])[C@@H:34]1[OH:35]. Given the product [C@@H:49]1([O:48][CH2:47][CH2:46][N:45]([CH2:44][CH2:43][O:32][C@@H:33]2[O:41][C@@H:40]([CH3:42])[C@@H:38]([OH:39])[C@@H:36]([OH:37])[C@@H:34]2[OH:35])[C:14](=[O:16])[CH2:13][CH2:12][CH2:11][CH2:10][C:9]([O:8][CH2:1][C:2]2[CH:3]=[CH:4][CH:5]=[CH:6][CH:7]=2)=[O:17])[O:57][C@@H:56]([CH3:58])[C@@H:54]([OH:55])[C@@H:52]([OH:53])[C@@H:50]1[OH:51], predict the reactants needed to synthesize it. (3) Given the product [Cl:39][C:33]1[CH:34]=[CH:35][CH:36]=[C:37]([F:38])[C:32]=1[NH:31][C:27]1[CH:26]=[CH:25][C:24]([CH2:40][NH:41][C:13]([C:10]2([NH:9][C:7]([C:5]3[CH:4]=[N:3][CH:2]=[N:1][CH:6]=3)=[O:8])[CH2:11][CH2:12]2)=[O:15])=[N:29][CH:28]=1, predict the reactants needed to synthesize it. The reactants are: [N:1]1[CH:6]=[C:5]([C:7]([NH:9][C:10]2([C:13]([OH:15])=O)[CH2:12][CH2:11]2)=[O:8])[CH:4]=[N:3][CH:2]=1.FC(F)(F)C(O)=O.N[C:24]1[N:29]=[C:28](C)[C:27]([NH:31][C:32]2[C:37]([F:38])=[CH:36][CH:35]=[CH:34][C:33]=2[Cl:39])=[CH:26][CH:25]=1.[CH3:40][N:41](C(ON1N=NC2C=CC=CC1=2)=[N+](C)C)C.[B-](F)(F)(F)F. (4) Given the product [Cl:20][C:21]1[C:30]2[C:25](=[CH:26][CH:27]=[CH:28][CH:29]=2)[N:24]=[CH:23][C:22]=1[N+:31]([O-:33])=[O:32].[CH2:15]([NH:19][C:13]1[C:12]2[C:7](=[CH:8][CH:9]=[CH:10][CH:11]=2)[N:6]=[CH:5][C:4]=1[N+:1]([O-:3])=[O:2])[CH:16]([CH3:18])[CH3:17], predict the reactants needed to synthesize it. The reactants are: [N+:1]([C:4]1[CH:5]=[N:6][C:7]2[C:12]([C:13]=1O)=[CH:11][CH:10]=[CH:9][CH:8]=2)([O-:3])=[O:2].[CH2:15]([NH2:19])[CH:16]([CH3:18])[CH3:17].[Cl:20][C:21]1[C:30]2[C:25](=[CH:26][CH:27]=[CH:28][CH:29]=2)[N:24]=[CH:23][C:22]=1[N+:31]([O-:33])=[O:32]. (5) Given the product [C:26]([O:30][C:31]([N:33]1[CH2:38][CH2:37][CH:36]([CH2:39][NH:40][C:18]([C:17]2[CH:21]=[C:22]([Cl:23])[C:14]([NH2:13])=[CH:15][C:16]=2[O:24][CH3:25])=[O:20])[CH2:35][CH2:34]1)=[O:32])([CH3:29])([CH3:28])[CH3:27], predict the reactants needed to synthesize it. The reactants are: C(N1C=CN=C1)(N1C=CN=C1)=O.[NH2:13][C:14]1[C:22]([Cl:23])=[CH:21][C:17]([C:18]([OH:20])=O)=[C:16]([O:24][CH3:25])[CH:15]=1.[C:26]([O:30][C:31]([N:33]1[CH2:38][CH2:37][CH:36]([CH2:39][NH2:40])[CH2:35][CH2:34]1)=[O:32])([CH3:29])([CH3:28])[CH3:27]. (6) Given the product [OH:16][CH2:15][CH:14]([CH2:18][CH2:19][CH2:20][CH2:21][C:22]([CH3:26])([CH3:25])[CH2:23][OH:24])[CH2:13][CH2:12][CH2:11][CH2:10][C:9]([CH3:28])([CH3:27])[CH2:8][OH:7], predict the reactants needed to synthesize it. The reactants are: [H-].[Al+3].[Li+].[H-].[H-].[H-].[OH:7][CH2:8][C:9]([CH3:28])([CH3:27])[CH2:10][CH2:11][CH2:12][CH2:13][CH:14]([CH2:18][CH2:19][CH2:20][CH2:21][C:22]([CH3:26])([CH3:25])[CH2:23][OH:24])[C:15](O)=[O:16].O.Cl. (7) Given the product [C:1]([O:5][C:6]([NH:8][C@H:9]([CH2:13][C:14]1[CH:19]=[CH:18][C:17]([O:20][CH3:21])=[CH:16][CH:15]=1)[C:10]([N:45]1[CH2:46][CH2:47][C:42]([CH:36]2[CH2:41][CH2:40][CH2:39][CH2:38][CH2:37]2)([C:48]([O:50][CH2:51][CH3:52])=[O:49])[CH2:43][CH2:44]1)=[O:12])=[O:7])([CH3:2])([CH3:3])[CH3:4], predict the reactants needed to synthesize it. The reactants are: [C:1]([O:5][C:6]([NH:8][C@H:9]([CH2:13][C:14]1[CH:19]=[CH:18][C:17]([O:20][CH3:21])=[CH:16][CH:15]=1)[C:10]([OH:12])=O)=[O:7])([CH3:4])([CH3:3])[CH3:2].C(Cl)CCl.C1C=CC2N(O)N=NC=2C=1.[CH:36]1([C:42]2([C:48]([O:50][CH2:51][CH3:52])=[O:49])[CH2:47][CH2:46][NH:45][CH2:44][CH2:43]2)[CH2:41][CH2:40][CH2:39][CH2:38][CH2:37]1.C(N(CC)CC)C.[OH-].[Na+].